From a dataset of Forward reaction prediction with 1.9M reactions from USPTO patents (1976-2016). Predict the product of the given reaction. (1) Given the reactants [NH2:1][C@@H:2]([C:4]([O:6][C:7]([CH3:10])([CH3:9])[CH3:8])=[O:5])[CH3:3].CCN(C(C)C)C(C)C.[Br:20][C:21]1[CH:22]=[N:23][C:24]([C:27]2[CH:32]=[CH:31][C:30]([CH2:33][C@H:34]([NH:38][C:39]([C:41]3[S:42][C:43]([C:46]([CH3:49])([CH3:48])[CH3:47])=[CH:44][CH:45]=3)=[O:40])[C:35](O)=[O:36])=[CH:29][CH:28]=2)=[N:25][CH:26]=1.CN(C(ON1N=NC2C=CC=NC1=2)=[N+](C)C)C.F[P-](F)(F)(F)(F)F, predict the reaction product. The product is: [Br:20][C:21]1[CH:26]=[N:25][C:24]([C:27]2[CH:28]=[CH:29][C:30]([CH2:33][C@H:34]([NH:38][C:39]([C:41]3[S:42][C:43]([C:46]([CH3:49])([CH3:48])[CH3:47])=[CH:44][CH:45]=3)=[O:40])[C:35]([NH:1][C@@H:2]([C:4]([O:6][C:7]([CH3:10])([CH3:9])[CH3:8])=[O:5])[CH3:3])=[O:36])=[CH:31][CH:32]=2)=[N:23][CH:22]=1. (2) Given the reactants [F:1][C:2]([F:13])([F:12])[C:3]1[CH:4]=[C:5]([C@@H:9]([NH2:11])[CH3:10])[CH:6]=[CH:7][CH:8]=1.C([O:18][C:19]([C:21]1[CH:26]=[CH:25][CH:24]=[CH:23][C:22]=1[C:27]1[CH:32]=[CH:31][C:30]([CH2:33][N:34]2[C:42]3[C:37](=[CH:38][C:39]([C:43](O)=[O:44])=[CH:40][CH:41]=3)[C:36]([CH3:46])=[C:35]2[CH3:47])=[CH:29][CH:28]=1)=[O:20])(C)(C)C, predict the reaction product. The product is: [CH3:47][C:35]1[N:34]([CH2:33][C:30]2[CH:31]=[CH:32][C:27]([C:22]3[C:21]([C:19]([OH:20])=[O:18])=[CH:26][CH:25]=[CH:24][CH:23]=3)=[CH:28][CH:29]=2)[C:42]2[C:37]([C:36]=1[CH3:46])=[CH:38][C:39]([C:43](=[O:44])[NH:11][C@H:9]([C:5]1[CH:6]=[CH:7][CH:8]=[C:3]([C:2]([F:12])([F:13])[F:1])[CH:4]=1)[CH3:10])=[CH:40][CH:41]=2. (3) Given the reactants [H-].[Na+].[S:3]1[CH:7]=[CH:6][C:5]2[CH:8]=[CH:9][CH:10]=[C:11]([C:12]3[CH:17]=[CH:16][CH:15]=[CH:14][C:13]=3[OH:18])[C:4]1=2.[C:19]([O:23][C:24](=[O:29])[NH:25][CH2:26][CH2:27]Br)([CH3:22])([CH3:21])[CH3:20], predict the reaction product. The product is: [C:19]([O:23][C:24](=[O:29])[NH:25][CH2:26][CH2:27][O:18][C:13]1[CH:14]=[CH:15][CH:16]=[CH:17][C:12]=1[C:11]1[C:4]2[S:3][CH:7]=[CH:6][C:5]=2[CH:8]=[CH:9][CH:10]=1)([CH3:22])([CH3:21])[CH3:20]. (4) Given the reactants [C:1]([O:5][C:6]([N:8]1[CH2:13][CH2:12][CH:11]([O:14][C:15]2[CH:16]=[CH:17][CH:18]=[C:19]3[C:23]=2[N:22]([CH3:24])[C:21]([C:25](=[O:44])[NH:26][C:27]2[CH:32]=[C:31]([C:33]([CH3:36])([CH3:35])[CH3:34])[CH:30]=[C:29]([NH:37][S:38]([CH3:41])(=[O:40])=[O:39])[C:28]=2[O:42][CH3:43])=[CH:20]3)[CH2:10][CH2:9]1)=[O:7])(C)(C)[CH3:2].FC(F)(F)C(O)=O, predict the reaction product. The product is: [CH2:1]([O:5][C:6]([N:8]1[CH2:13][CH2:12][CH:11]([O:14][C:15]2[CH:16]=[CH:17][CH:18]=[C:19]3[C:23]=2[N:22]([CH3:24])[C:21]([C:25](=[O:44])[NH:26][C:27]2[CH:32]=[C:31]([C:33]([CH3:35])([CH3:36])[CH3:34])[CH:30]=[C:29]([NH:37][S:38]([CH3:41])(=[O:40])=[O:39])[C:28]=2[O:42][CH3:43])=[CH:20]3)[CH2:10][CH2:9]1)=[O:7])[CH3:2]. (5) Given the reactants C1C=CC2N(O)N=NC=2C=1.C(Cl)CCl.[Cl:15][C:16]1[CH:21]=[CH:20][C:19]([C:22]2[N:23]=[C:24]([CH2:27][C:28]([OH:30])=O)[S:25][CH:26]=2)=[CH:18][CH:17]=1.Cl.[CH3:32][NH:33][O:34][CH3:35].C(N(CC)CC)C, predict the reaction product. The product is: [Cl:15][C:16]1[CH:21]=[CH:20][C:19]([C:22]2[N:23]=[C:24]([CH2:27][C:28]([N:33]([O:34][CH3:35])[CH3:32])=[O:30])[S:25][CH:26]=2)=[CH:18][CH:17]=1. (6) Given the reactants [O:1]=[C:2]1[C:10]2[C:5](=[CH:6][CH:7]=[CH:8][CH:9]=2)[C:4](=[O:11])[N:3]1[CH2:12][CH2:13][N:14]([S:34]([CH3:37])(=[O:36])=[O:35])[C:15]1[CH:20]=[CH:19][CH:18]=[CH:17][C:16]=1[CH:21]1[CH2:26][CH2:25][N:24](C(OC(C)(C)C)=O)[CH2:23][CH2:22]1.[ClH:38], predict the reaction product. The product is: [ClH:38].[CH3:37][S:34]([N:14]([C:15]1[CH:20]=[CH:19][CH:18]=[CH:17][C:16]=1[CH:21]1[CH2:26][CH2:25][NH:24][CH2:23][CH2:22]1)[CH2:13][CH2:12][N:3]1[C:4](=[O:11])[C:5]2[C:10](=[CH:9][CH:8]=[CH:7][CH:6]=2)[C:2]1=[O:1])(=[O:35])=[O:36]. (7) Given the reactants [N+:1]([O-:9])([O:3][CH2:4][CH2:5][CH2:6][CH2:7][OH:8])=[O:2].[CH3:10][O:11][C:12]1[CH:13]=[CH:14][C:15]2[S:21][CH2:20][CH2:19][N:18]([CH2:22][C:23]3[CH:31]=[CH:30][C:26]([C:27](O)=[O:28])=[CH:25][CH:24]=3)[CH2:17][C:16]=2[CH:32]=1.C1(N=C=NC2CCCCC2)CCCCC1, predict the reaction product. The product is: [CH3:10][O:11][C:12]1[CH:13]=[CH:14][C:15]2[S:21][CH2:20][CH2:19][N:18]([CH2:22][C:23]3[CH:31]=[CH:30][C:26]([C:27]([O:8][CH2:7][CH2:6][CH2:5][CH2:4][O:3][N+:1]([O-:9])=[O:2])=[O:28])=[CH:25][CH:24]=3)[CH2:17][C:16]=2[CH:32]=1. (8) The product is: [C:24]1([CH3:25])[CH:23]=[CH:22][C:21]([S:17]([OH:20])(=[O:18])=[O:19])=[CH:27][CH:26]=1. Given the reactants C1C=NC2C(N=1)=CC1C3CNCC(C=1C=2)C3.[S:17]([C:21]1[CH:27]=[CH:26][C:24]([CH3:25])=[CH:23][CH:22]=1)([O-:20])(=[O:19])=[O:18].C1C=NC2C(N=1)=CC1C3CNCC(C=1C=2)C3, predict the reaction product. (9) Given the reactants [CH3:1][O:2][C:3]1[CH:8]=[CH:7][CH:6]=[CH:5][C:4]=1[C:9]1[C:17]2[C:12](=[CH:13][CH:14]=[C:15]([C:18]#[N:19])[CH:16]=2)[NH:11][N:10]=1.[N:20]([Sn](CCCC)(CCCC)CCCC)=[N+:21]=[N-:22], predict the reaction product. The product is: [N:19]1[NH:20][N:21]=[N:22][C:18]=1[C:15]1[CH:16]=[C:17]2[C:12](=[CH:13][CH:14]=1)[NH:11][N:10]=[C:9]2[C:4]1[CH:5]=[CH:6][CH:7]=[CH:8][C:3]=1[O:2][CH3:1].